Dataset: Catalyst prediction with 721,799 reactions and 888 catalyst types from USPTO. Task: Predict which catalyst facilitates the given reaction. (1) Reactant: [F:1][C:2]([F:16])([F:15])[O:3][C:4]1[CH:13]=[C:12]2[C:7]([CH2:8][CH2:9][C:10](=O)[NH:11]2)=[CH:6][CH:5]=1.[H-].[Al+3].[Li+].[H-].[H-].[H-].O. Product: [F:16][C:2]([F:1])([F:15])[O:3][C:4]1[CH:13]=[C:12]2[C:7]([CH2:8][CH2:9][CH2:10][NH:11]2)=[CH:6][CH:5]=1. The catalyst class is: 1. (2) Reactant: [C:1]([C:4]1[C:5]([C:23]2[CH:28]=[CH:27][C:26]([O:29][C:30]3[CH:35]=[CH:34][CH:33]=[CH:32][CH:31]=3)=[CH:25][CH:24]=2)=[N:6][C:7]([CH:10]2[CH2:15][CH2:14][N:13](C(OC(C)(C)C)=O)[CH2:12][CH2:11]2)=[N:8][CH:9]=1)(=[O:3])[NH2:2].C(O)(C(F)(F)F)=O. Product: [O:29]([C:26]1[CH:27]=[CH:28][C:23]([C:5]2[C:4]([C:1]([NH2:2])=[O:3])=[CH:9][N:8]=[C:7]([CH:10]3[CH2:15][CH2:14][NH:13][CH2:12][CH2:11]3)[N:6]=2)=[CH:24][CH:25]=1)[C:30]1[CH:31]=[CH:32][CH:33]=[CH:34][CH:35]=1. The catalyst class is: 4. (3) Reactant: [CH3:1][C:2]1[N:14]2[C:5]([C:6]3[CH:7]=[C:8]([C:23]4[CH:28]=[CH:27][CH:26]=[CH:25][CH:24]=4)[C:9]([C:15]4[CH:22]=[CH:21][C:18]([CH:19]=O)=[CH:17][CH:16]=4)=[N:10][C:11]=3[CH:12]=[CH:13]2)=[N:4][N:3]=1.[NH2:29]C(C)(CC(C)C)C(O)=O. Product: [CH3:1][C:2]1[N:14]2[C:5]([C:6]3[CH:7]=[C:8]([C:23]4[CH:28]=[CH:27][CH:26]=[CH:25][CH:24]=4)[C:9]([C:15]4[CH:22]=[CH:21][C:18]([CH2:19][NH2:29])=[CH:17][CH:16]=4)=[N:10][C:11]=3[CH:12]=[CH:13]2)=[N:4][N:3]=1. The catalyst class is: 3. (4) Reactant: Cl[C:2]1[N:7]=[C:6]([CH2:8][CH2:9][C:10]2[CH:15]=[CH:14][CH:13]=[CH:12][C:11]=2[C:16]2([C:19]([NH2:21])=[O:20])[CH2:18][CH2:17]2)[C:5]([Cl:22])=[CH:4][N:3]=1.[NH2:23][C:24]1[CH:25]=[N:26][N:27]([CH3:29])[CH:28]=1.C1(C)C=CC(S(O)(=O)=O)=CC=1. Product: [Cl:22][C:5]1[C:6]([CH2:8][CH2:9][C:10]2[CH:15]=[CH:14][CH:13]=[CH:12][C:11]=2[C:16]2([C:19]([NH2:21])=[O:20])[CH2:18][CH2:17]2)=[N:7][C:2]([NH:23][C:24]2[CH:25]=[N:26][N:27]([CH3:29])[CH:28]=2)=[N:3][CH:4]=1. The catalyst class is: 12. (5) Reactant: [C:1]([CH:3]([C:9]1[C:18]2[C:13](=[CH:14][CH:15]=[C:16]([O:19][CH3:20])[CH:17]=2)[CH:12]=[CH:11][CH:10]=1)[CH2:4][C:5]([O:7][CH3:8])=[O:6])#[N:2].[H][H].[C:23](OC(=O)C)(=[O:25])[CH3:24]. Product: [C:23]([NH:2][CH2:1][CH:3]([C:9]1[C:18]2[C:13](=[CH:14][CH:15]=[C:16]([O:19][CH3:20])[CH:17]=2)[CH:12]=[CH:11][CH:10]=1)[CH2:4][C:5]([O:7][CH3:8])=[O:6])(=[O:25])[CH3:24]. The catalyst class is: 769. (6) Reactant: FC(F)(F)S(O[C:7]1[C@@:11]2([CH3:27])[CH2:12][CH2:13][C@H:14]3[C@H:23]([C@@H:10]2[CH2:9][CH:8]=1)[CH2:22][CH:21]=[C:20]1[C@:15]3([CH3:26])[CH2:16][CH2:17][C:18](=[O:25])[N:19]1[CH3:24])(=O)=O.[CH3:30][O:31][C:32]1[N:37]=[CH:36][C:35](B(O)O)=[CH:34][CH:33]=1. Product: [CH3:30][O:31][C:32]1[N:37]=[CH:36][C:35]([C:7]2[C@@:11]3([CH3:27])[CH2:12][CH2:13][C@H:14]4[C@H:23]([C@@H:10]3[CH2:9][CH:8]=2)[CH2:22][CH:21]=[C:20]2[C@:15]4([CH3:26])[CH2:16][CH2:17][C:18](=[O:25])[N:19]2[CH3:24])=[CH:34][CH:33]=1. The catalyst class is: 235. (7) The catalyst class is: 4. Product: [C:16]([O:20][C:21]([C@@:23]1([CH2:37][CH2:38][CH:39]=[O:40])[CH2:27][C:26](=[O:28])[N:25]([C@@H:29]([C:31]2[CH:36]=[CH:35][CH:34]=[CH:33][CH:32]=2)[CH3:30])[CH2:24]1)=[O:22])([CH3:19])([CH3:18])[CH3:17]. Reactant: C(=O)=O.CO.C(Cl)(=O)C(Cl)=O.CS(C)=O.[C:16]([O:20][C:21]([C@@:23]1([CH2:37][CH2:38][CH2:39][OH:40])[CH2:27][C:26](=[O:28])[N:25]([C@@H:29]([C:31]2[CH:36]=[CH:35][CH:34]=[CH:33][CH:32]=2)[CH3:30])[CH2:24]1)=[O:22])([CH3:19])([CH3:18])[CH3:17].C(N(CC)CC)C.[Cl-].[NH4+].